Predict the reaction yield, written as a fraction of the theoretical maximum amount of product (1.0 means a 100% yield; for example, 0.34 means a 34% yield). From a dataset of Reaction yield outcomes from USPTO patents with 853,638 reactions. (1) The reactants are [CH2:1]([O:3][C:4](=[O:26])[C:5]([O:23][CH2:24][CH3:25])([CH3:22])[CH:6]([C:8]1[CH:13]=[CH:12][C:11]([O:14][CH2:15][C:16]2[CH:21]=[CH:20][CH:19]=[CH:18][CH:17]=2)=[CH:10][CH:9]=1)O)[CH3:2].C([SiH](CC)CC)C.B(F)(F)F.CCOCC. The catalyst is ClCCl. The product is [CH2:1]([O:3][C:4](=[O:26])[C:5]([O:23][CH2:24][CH3:25])([CH3:22])[CH2:6][C:8]1[CH:13]=[CH:12][C:11]([O:14][CH2:15][C:16]2[CH:17]=[CH:18][CH:19]=[CH:20][CH:21]=2)=[CH:10][CH:9]=1)[CH3:2]. The yield is 1.00. (2) The reactants are [CH3:1][NH:2][C:3]([CH3:15])=[CH:4][C:5]([O:7][CH2:8][C:9]1[CH:14]=[CH:13][CH:12]=[CH:11][CH:10]=1)=[O:6].N1C=CC=CC=1.S(OS([C:25]([F:28])([F:27])[F:26])(=O)=O)([C:25]([F:28])([F:27])[F:26])(=O)=O.C1C[O:40][CH2:39]C1. No catalyst specified. The product is [CH3:1][NH:2][C:3]([CH3:15])=[C:4]([C:39](=[O:40])[C:25]([F:28])([F:27])[F:26])[C:5]([O:7][CH2:8][C:9]1[CH:10]=[CH:11][CH:12]=[CH:13][CH:14]=1)=[O:6]. The yield is 0.970. (3) The reactants are [CH3:1][N:2]1[CH2:7][CH2:6][NH:5][CH2:4][CH2:3]1.[Cl:8][C:9]1[CH:36]=[CH:35][C:34]([N:37]2[CH:41]=[CH:40][CH:39]=[CH:38]2)=[CH:33][C:10]=1[C:11]([NH:13][C:14](=[O:32])[NH:15][C:16]1[S:17][C:18]2[CH:24]=[C:23]([S:25]([CH2:28][CH2:29][CH2:30]I)(=[O:27])=[O:26])[CH:22]=[CH:21][C:19]=2[N:20]=1)=[O:12]. The catalyst is C1COCC1.CCOC(C)=O. The product is [Cl:8][C:9]1[CH:36]=[CH:35][C:34]([N:37]2[CH:41]=[CH:40][CH:39]=[CH:38]2)=[CH:33][C:10]=1[C:11]([NH:13][C:14](=[O:32])[NH:15][C:16]1[S:17][C:18]2[CH:24]=[C:23]([S:25]([CH2:28][CH2:29][CH2:30][N:5]3[CH2:6][CH2:7][N:2]([CH3:1])[CH2:3][CH2:4]3)(=[O:27])=[O:26])[CH:22]=[CH:21][C:19]=2[N:20]=1)=[O:12]. The yield is 0.190. (4) The catalyst is ClCCl. The product is [OH:1][C:2]1([CH3:26])[CH2:3][CH2:4][N:5]([C@H:8]([C:20]2[CH:25]=[CH:24][CH:23]=[CH:22][CH:21]=2)[C:9]([OH:11])=[O:10])[CH2:6][CH2:7]1. The yield is 0.980. The reactants are [OH:1][C:2]1([CH3:26])[CH2:7][CH2:6][N:5]([C@H:8]([C:20]2[CH:25]=[CH:24][CH:23]=[CH:22][CH:21]=2)[C:9]([O:11][C@H](C2C=CC=CC=2)C)=[O:10])[CH2:4][CH2:3]1.FC(F)(F)C(O)=O.